Dataset: Forward reaction prediction with 1.9M reactions from USPTO patents (1976-2016). Task: Predict the product of the given reaction. (1) Given the reactants [NH2:1][C@H:2]([C:12]1[C:17]([C:18]2[CH:19]=[CH:20][C:21]([Cl:33])=[C:22]3[C:26]=2[N:25]([CH3:27])[N:24]=[C:23]3[NH:28][S:29]([CH3:32])(=[O:31])=[O:30])=[CH:16][C:15]([C:34]2[CH:39]=[CH:38][CH:37]=[CH:36][CH:35]=2)=[CH:14][N:13]=1)[CH2:3][C:4]1[CH:9]=[C:8]([F:10])[CH:7]=[C:6]([F:11])[CH:5]=1.[F:40][CH:41]([F:57])[C:42]1[C:43]2[C@H:53]3[CH2:54][C@H:52]3[C:51]([F:56])([F:55])[C:44]=2[N:45]([CH2:47][C:48](O)=[O:49])[N:46]=1.CN(C(ON1N=NC2C=CC=NC1=2)=[N+](C)C)C.F[P-](F)(F)(F)(F)F, predict the reaction product. The product is: [Cl:33][C:21]1[CH:20]=[CH:19][C:18]([C:17]2[C:12]([C@@H:2]([NH:1][C:48](=[O:49])[CH2:47][N:45]3[C:44]4[C:51]([F:55])([F:56])[C@@H:52]5[CH2:54][C@@H:53]5[C:43]=4[C:42]([CH:41]([F:57])[F:40])=[N:46]3)[CH2:3][C:4]3[CH:5]=[C:6]([F:11])[CH:7]=[C:8]([F:10])[CH:9]=3)=[N:13][CH:14]=[C:15]([C:34]3[CH:35]=[CH:36][CH:37]=[CH:38][CH:39]=3)[CH:16]=2)=[C:26]2[C:22]=1[C:23]([NH:28][S:29]([CH3:32])(=[O:31])=[O:30])=[N:24][N:25]2[CH3:27]. (2) Given the reactants Br[C:2]1[CH:3]=[CH:4][C:5]([NH:13][C:14]2[C:19]([C:20]([F:23])([F:22])[F:21])=[CH:18][N:17]=[C:16]([NH:24][C:25]3[CH:39]=[CH:38][C:28]([CH2:29][P:30](=[O:37])([O:34][CH2:35][CH3:36])[O:31][CH2:32][CH3:33])=[CH:27][CH:26]=3)[N:15]=2)=[C:6]2[C:10]=1[CH2:9][N:8]([CH3:11])[C:7]2=[O:12].[OH:40][CH:41]1[CH2:44][NH:43][CH2:42]1, predict the reaction product. The product is: [OH:40][CH:41]1[CH2:44][N:43]([C:2]2[CH:3]=[CH:4][C:5]([NH:13][C:14]3[C:19]([C:20]([F:23])([F:22])[F:21])=[CH:18][N:17]=[C:16]([NH:24][C:25]4[CH:39]=[CH:38][C:28]([CH2:29][P:30](=[O:37])([O:34][CH2:35][CH3:36])[O:31][CH2:32][CH3:33])=[CH:27][CH:26]=4)[N:15]=3)=[C:6]3[C:10]=2[CH2:9][N:8]([CH3:11])[C:7]3=[O:12])[CH2:42]1. (3) Given the reactants [Cl:1][C:2]1[CH:7]=[C:6]([O:8][C:9]2[C:18]3[C:13](=[CH:14][C:15]([O:21][CH3:22])=[C:16]([O:19][CH3:20])[CH:17]=3)[N:12]=[CH:11][CH:10]=2)[CH:5]=[CH:4][C:3]=1[NH:23][C:24]([NH:26][C:27]1[CH:31]=[C:30]([CH3:32])[O:29][N:28]=1)=[O:25].CO.[CH3:35][S:36]([OH:39])(=[O:38])=[O:37], predict the reaction product. The product is: [CH3:35][S:36]([OH:39])(=[O:38])=[O:37].[Cl:1][C:2]1[CH:7]=[C:6]([O:8][C:9]2[C:18]3[C:13](=[CH:14][C:15]([O:21][CH3:22])=[C:16]([O:19][CH3:20])[CH:17]=3)[N:12]=[CH:11][CH:10]=2)[CH:5]=[CH:4][C:3]=1[NH:23][C:24]([NH:26][C:27]1[CH:31]=[C:30]([CH3:32])[O:29][N:28]=1)=[O:25]. (4) Given the reactants C[O:2][C:3](=[O:13])[C:4]1[CH:9]=[C:8]([Cl:10])[N:7]=[C:6]([CH3:11])[C:5]=1[NH2:12].[OH-].[Na+].O.C(OCC)C, predict the reaction product. The product is: [NH2:12][C:5]1[C:6]([CH3:11])=[N:7][C:8]([Cl:10])=[CH:9][C:4]=1[C:3]([OH:13])=[O:2]. (5) Given the reactants [CH3:1][O:2][C:3]([C:5]1[S:12][C:11]2[C:10]([C:13]3[NH:14][C:15]4[C:20]([CH:21]=3)=[CH:19][C:18]([C:22](C)(C)[O:23][SiH2]C(C)(C)C)=[CH:17][CH:16]=4)=[N:9][NH:8][C:7]=2[CH:6]=1)=[O:4].[F-].C([N+](CCCC)(CCCC)CCCC)CCC, predict the reaction product. The product is: [CH3:1][O:2][C:3]([C:5]1[S:12][C:11]2[C:10]([C:13]3[NH:14][C:15]4[C:20]([CH:21]=3)=[CH:19][C:18]([CH2:22][OH:23])=[CH:17][CH:16]=4)=[N:9][NH:8][C:7]=2[CH:6]=1)=[O:4]. (6) Given the reactants [N:1]1([C:7]2[N:12]=[CH:11][NH:10][C:9](=[O:13])[CH:8]=2)[CH2:6][CH2:5][NH:4][CH2:3][CH2:2]1.[F:14][C:15]([F:25])([F:24])[C:16]1[CH:23]=[CH:22][CH:21]=[CH:20][C:17]=1[CH:18]=O, predict the reaction product. The product is: [F:14][C:15]([F:24])([F:25])[C:16]1[CH:23]=[CH:22][CH:21]=[CH:20][C:17]=1[CH2:18][N:4]1[CH2:5][CH2:6][N:1]([C:7]2[N:12]=[CH:11][NH:10][C:9](=[O:13])[CH:8]=2)[CH2:2][CH2:3]1. (7) Given the reactants C([Li])CCC.[CH2:6]([C:8]([C:20]1[CH:25]=[CH:24][C:23]([OH:26])=[C:22]([CH3:27])[CH:21]=1)([C:11]1[CH:16]=[CH:15][C:14]([C:17]#[CH:18])=[C:13]([CH3:19])[CH:12]=1)[CH2:9][CH3:10])[CH3:7].[O:28]1[CH2:33][CH2:32][C:31](=[O:34])[CH2:30][CH2:29]1.[Cl-].[NH4+], predict the reaction product. The product is: [CH2:6]([C:8]([C:11]1[CH:16]=[CH:15][C:14]([C:17]#[C:18][C:31]2([OH:34])[CH2:32][CH2:33][O:28][CH2:29][CH2:30]2)=[C:13]([CH3:19])[CH:12]=1)([C:20]1[CH:25]=[CH:24][C:23]([OH:26])=[C:22]([CH3:27])[CH:21]=1)[CH2:9][CH3:10])[CH3:7].